From a dataset of Drug-target binding data from BindingDB using Ki measurements. Regression. Given a target protein amino acid sequence and a drug SMILES string, predict the binding affinity score between them. We predict pKi (pKi = -log10(Ki in M); higher means stronger inhibition). Dataset: bindingdb_ki. (1) The drug is CC1=CC23C(=O)[C@@H](C=C(CO)[C@@H](O)[C@]2(O)[C@H]1OC(=O)c1ccccc1)[C@H]1[C@@H](C[C@H]3C)C1(C)C. The target protein (P28867) has sequence MAPFLRISFNSYELGSLQVEDEASQPFCAVKMKEALSTERGKTLVQKKPTMYPEWKTTFDAHIYEGRVIQIVLMRAAEDPVSEVTVGVSVLAERCKKNNGKAEFWLDLQPQAKVLMCVQYFLEDGDCKQSMRSEEEAKFPTMNRRGAIKQAKIHYIKNHEFIATFFGQPTFCSVCKEFVWGLNKQGYKCRQCNAAIHKKCIDKIIGRCTGTATNSRDTIFQKERFNIDMPHRFKVYNYMSPTFCDHCGSLLWGLVKQGLKCEDCGMNVHHKCREKVANLCGINQKLLAEALNQVTQRSSRKLDTTESVGIYQGFEKKPEVSGSDILDNNGTYGKIWEGSTRCTLENFTFQKVLGKGSFGKVLLAELKGKDKYFAIKCLKKDVVLIDDDVECTMVEKRVLALAWESPFLTHLICTFQTKDHLFFVMEFLNGGDLMFHIQDKGRFELYRATFYAAEIICGLQFLHSKGIIYRDLKLDNVMLDRDGHIKIADFGMCKENIFGE.... The pKi is 8.0. (2) The pKi is 2.8. The target protein (P16442) has sequence MAEVLRTLAGKPKCHALRPMILFLIMLVLVLFGYGVLSPRSLMPGSLERGFCMAVREPDHLQRVSLPRMVYPQPKVLTPCRKDVLVVTPWLAPIVWEGTFNIDILNEQFRLQNTTIGLTVFAIKKYVAFLKLFLETAEKHFMVGHRVHYYVFTDQPAAVPRVTLGTGRQLSVLEVRAYKRWQDVSMRRMEMISDFCERRFLSEVDYLVCVDVDMEFRDHVGVEILTPLFGTLHPGFYGSSREAFTYERRPQSQAYIPKDEGDFYYLGGFFGGSVQEVQRLTRACHQAMMVDQANGIEAVWHDESHLNKYLLRHKPTKVLSPEYLWDQQLLGWPAVLRKLRFTAVPKNHQAVRNP. The small molecule is O=c1[nH]c(=O)c2[nH]c(=O)n(C[C@@H](O)[C@H](O)[C@H](O)CO[C@H]3O[C@H](CO)[C@H](O)[C@H](O)[C@H]3O)c2[nH]1. (3) The small molecule is Cc1nccn1CC1CCc2c(c3ccccc3n2C)C1=O. The target protein (P28565) has sequence MSLPNQSLEGLPQEASNRSLNATGAWDPEVLQALRISLVVVLSIITLATVLSNAFVLTTILLTKKLHTPANYLIGSLATTDLLVSILVMPISIAYTTTRTWNFGQILCDIWVSSDITCCTASILHLCVIALDRYWAITDALEYSKRRTAGHAAAMIAAVWAISICISIPPLFWRQATAHEEMSDCLVNTSQISYTIYSTCGAFYIPSILLIILYGRIYVAARSRILNPPSLYGKRFTTAQLITGSAGSSLCSLNPSLHESHTHTVGSPLFFNQVKIKLADSILERKRISAARERKATKTLGIILGAFIICWLPFFVVSLVLPICRDSCWIHPALFDFFTWLGYLNSLINPVIYTVFNEDFRQAFQRVVHFRKAS. The pKi is 4.7. (4) The compound is COc1ccccc1N1CCN(CCCCN2C(=O)c3ccccc3C2=O)CC1. The target protein sequence is MAFLPGNSSDCSNCTHSVGPVNISKAILLGVILGGLIVFGVLGNILVILSVACHRHLQSVTHYYIINLAVADLLLTSTVLPFSATMEILGYWAFGRIFCNIWAAVDVLCCTASIMSLCIISIDRYIGVSYPLRYPSIVTEKRGLLALLCVWALSLVISIGPLFGWKEPAPEDETICQITEEPGYVLFSALGSFYLPLTIILVMYCRVYVVAKRENKGLSSGLKTERSHSEQVTLRIHRKNAPGASGSASNPKSKHHFSVRLLKFSREKKAAKTLGIVVGCFVLCWLPFFVVMPLGSFFPAVKPPDTLFKITFWLGYLNSCINPIIYPCSSQEFKKAFQNVLRVQCLPRKQAAKKQSPSFNLNHPASPSTESSRGVVRIPVGSGETFYKISKSDGVCEWKIFSAVQSMPAKTAVSKDCTAAKVKSKGFLQECCCAGTSGNRGHENCKVPTIKIHTISLSESGEDV. The pKi is 9.1. (5) The drug is O=P(O)(O)OC1C(O)C(OP(=O)(O)O)C(OP(=O)(O)O)C(O)C1OP(=O)(O)O. The target protein (Q8WN95) has sequence MSEMSSFLHIGDIVSLYAEGSVNGFISTLGLVDDRCVVEPAAGDLDNPPKKFRDCLFKVCPMNRYSAQKQYWKAKQTKQDKEKIADVVLLQKLQHAAQMEQKQNDTENKKVHGDVVKYGSVIQLLHMKSNKYLTVNKRLPALLEKNAMRVTLDATGNEGSWLFIQPFWKLRSNGDNVVVGDKVILNPVNAGQPLHASNYELSDNAGCKEVNSVNCNTSWKINLFMQFRDHLEEVLKGGDVVRLFHAEQEKFLTCDEYRGKLQVFLRTTLRQSATSATSSNALWEVEVVHHDPCRGGAGHWNGLYRFKHLATGNYLAAEENPSYKGDASDPKAAGTGAQGRTGRRNAGEKIKYRLVAVPHGNDIASLFELDPTTLQKTDSFVPRNSYVRLRHLCTNTWIQSTNVPIDVEEERPIRLMLGTCPTKEDKEAFAIVSVPVSEIRDLDFANDASSMLASAVEKLHEGFISQNDRRFVIQLLEDLVFFVSDVPNNGQNVLDIMVTK.... The pKi is 7.6. (6) The compound is NC(CCP(=O)(O)O)C(=O)O. The target protein (P31423) has sequence MSGKGGWAWWWARLPLCLLLSLYAPWVPSSLGKPKGHPHMNSIRIDGDITLGGLFPVHGRGSEGKACGELKKEKGIHRLEAMLFALDRINNDPDLLPNITLGARILDTCSRDTHALEQSLTFVQALIEKDGTEVRCGSGGPPIITKPERVVGVIGASGSSVSIMVANILRLFKIPQISYASTAPDLSDNSRYDFFSRVVPSDTYQAQAMVDIVRALKWNYVSTLASEGSYGESGVEAFIQKSRENGGVCIAQSVKIPREPKTGEFDKIIKRLLETSNARGIIIFANEDDIRRVLEAARRANQTGHFFWMGSDSWGSKSAPVLRLEEVAEGAVTILPKRMSVRGFDRYFSSRTLDNNRRNIWFAEFWEDNFHCKLSRHALKKGSHIKKCTNRERIGQDSAYEQEGKVQFVIDAVYAMGHALHAMHRDLCPGRVGLCPRMDPVDGTQLLKYIRNVNFSGIAGNPVTFNENGDAPGRYDIYQYQLRNGSAEYKVIGSWTDHLH.... The pKi is 6.4. (7) The drug is COC(=O)N[C@H](C(=O)N[C@@H](Cc1ccccc1)[C@@H](O)CN(Cc1ccc(-c2ccccn2)cc1)NC(=O)[C@@H](NC(=O)OC)C(C)(C)C)C(C)(C)C. The target protein sequence is PQITLWQRPLVTVKIGGQLKEALLDTGADDTVLEDINLPGKWKPKMIGGIGGFIKVRQYDQILIEICGKKAIGTVLVGPTPVNIIGRNMLTQIGCTLNF. The pKi is 9.5.